Predict the reactants needed to synthesize the given product. From a dataset of Full USPTO retrosynthesis dataset with 1.9M reactions from patents (1976-2016). (1) Given the product [CH2:1]([O:8][C:9]([N:11]1[CH2:16][CH2:15][CH:14]([C:17](=[N:21][OH:22])[CH3:18])[CH2:13][CH2:12]1)=[O:10])[C:2]1[CH:7]=[CH:6][CH:5]=[CH:4][CH:3]=1, predict the reactants needed to synthesize it. The reactants are: [CH2:1]([O:8][C:9]([N:11]1[CH2:16][CH2:15][CH:14]([C:17](=O)[CH3:18])[CH2:13][CH2:12]1)=[O:10])[C:2]1[CH:7]=[CH:6][CH:5]=[CH:4][CH:3]=1.Cl.[NH2:21][OH:22]. (2) Given the product [CH3:1][O:2][C:3]1[CH:4]=[C:5]([C@H:14]([CH2:13][CH3:12])[C@@H:15]([CH3:16])[CH:17]=[O:18])[CH:6]=[CH:7][CH:8]=1, predict the reactants needed to synthesize it. The reactants are: [CH3:1][O:2][C:3]1[CH:4]=[C:5](B(O)O)[CH:6]=[CH:7][CH:8]=1.[CH3:12][CH2:13]/[CH:14]=[C:15](/[CH:17]=[O:18])\[CH3:16].CO.[OH-].[K+].